Dataset: Catalyst prediction with 721,799 reactions and 888 catalyst types from USPTO. Task: Predict which catalyst facilitates the given reaction. (1) Reactant: Cl[C:2]1[CH:3]=[CH:4][C:5]2[N:11]3[CH2:12][C@H:8]([CH2:9][CH2:10]3)[NH:7][C:6]=2[N:13]=1.[CH3:14][C:15]1([CH3:21])[O:20][CH2:19][CH2:18][NH:17][CH2:16]1.CC([O-])(C)C.[K+]. Product: [CH3:14][C:15]1([CH3:21])[O:20][CH2:19][CH2:18][N:17]([C:2]2[CH:3]=[CH:4][C:5]3[N:11]4[CH2:12][C@H:8]([CH2:9][CH2:10]4)[NH:7][C:6]=3[N:13]=2)[CH2:16]1. The catalyst class is: 57. (2) Reactant: BrC1C=CC(O)=C([C:8]2[CH:17]=[CH:16][C:15]3[C:10](=[CH:11][CH:12]=[C:13]([C:18]4[N:22]([CH:23]5[CH2:28][CH2:27][CH2:26][CH2:25][CH2:24]5)[C:21]5[CH:29]=[CH:30][C:31]([C:33]([OH:35])=[O:34])=[CH:32][C:20]=5[N:19]=4)[CH:14]=3)[N:9]=2)C=1.C(OC(C1C=CC2N(C3CCCCC3)C(C3C=CC(N)=C(C=O)C=3)=NC=2C=1)=O)C.[Cl:66][C:67]1[CH:72]=[CH:71][C:70]([C:73]2[S:74][C:75](C(=O)C)=[C:76]([CH3:78])[N:77]=2)=[CH:69][CH:68]=1.[OH-].[K+]. Product: [Cl:66][C:67]1[CH:68]=[CH:69][C:70]([C:73]2[S:74][C:75]([C:8]3[CH:17]=[CH:16][C:15]4[C:10](=[CH:11][CH:12]=[C:13]([C:18]5[N:22]([CH:23]6[CH2:24][CH2:25][CH2:26][CH2:27][CH2:28]6)[C:21]6[CH:29]=[CH:30][C:31]([C:33]([OH:35])=[O:34])=[CH:32][C:20]=6[N:19]=5)[CH:14]=4)[N:9]=3)=[C:76]([CH3:78])[N:77]=2)=[CH:71][CH:72]=1. The catalyst class is: 8.